This data is from Catalyst prediction with 721,799 reactions and 888 catalyst types from USPTO. The task is: Predict which catalyst facilitates the given reaction. (1) Reactant: [OH:1][CH2:2][C:3]1[S:7][N:6]=[N:5][C:4]=1[C:8]([O:10][CH3:11])=[O:9].N1C(C)=CC=CC=1C.O([Si:28]([CH:35]([CH3:37])[CH3:36])([CH:32]([CH3:34])[CH3:33])[CH:29]([CH3:31])[CH3:30])S(C(F)(F)F)(=O)=O. Product: [CH:29]([Si:28]([CH:35]([CH3:37])[CH3:36])([CH:32]([CH3:34])[CH3:33])[O:1][CH2:2][C:3]1[S:7][N:6]=[N:5][C:4]=1[C:8]([O:10][CH3:11])=[O:9])([CH3:31])[CH3:30]. The catalyst class is: 2. (2) Reactant: C1C=CC(P(C2C=CC=CC=2)C2C=CC=CC=2)=CC=1.CCOC(/N=N/C(OCC)=O)=O.[C:32]([O:36][C:37]([N:39]1[CH2:43][CH2:42][C@@H:41]([OH:44])[CH2:40]1)=[O:38])([CH3:35])([CH3:34])[CH3:33].[Cl:45][C:46]1[C:51]([Br:52])=[CH:50][C:49](O)=[CH:48][N:47]=1. Product: [Cl:45][C:46]1[C:51]([Br:52])=[CH:50][C:49]([O:44][C@@H:41]2[CH2:42][CH2:43][N:39]([C:37]([O:36][C:32]([CH3:35])([CH3:33])[CH3:34])=[O:38])[CH2:40]2)=[CH:48][N:47]=1. The catalyst class is: 1. (3) Reactant: C(OC([N:8]1[CH2:13][CH:12]2[CH2:14][CH:9]1[CH2:10][N:11]2[C:15]1[N:20]2[CH:21]=[CH:22][N:23]=[C:19]2[CH:18]=[C:17]([C:24]2[CH:29]=[CH:28][N:27]=[C:26]([NH:30][CH:31]([C:33]3[CH:38]=[CH:37][CH:36]=[CH:35][CH:34]=3)[CH3:32])[CH:25]=2)[N:16]=1)=O)(C)(C)C.CO.Cl. Product: [C@H:12]12[CH2:14][C@H:9]([NH:8][CH2:13]1)[CH2:10][N:11]2[C:15]1[N:20]2[CH:21]=[CH:22][N:23]=[C:19]2[CH:18]=[C:17]([C:24]2[CH:29]=[CH:28][N:27]=[C:26]([NH:30][C@H:31]([C:33]3[CH:34]=[CH:35][CH:36]=[CH:37][CH:38]=3)[CH3:32])[CH:25]=2)[N:16]=1. The catalyst class is: 258. (4) Reactant: [F:1][C:2]1([F:10])[CH2:7][CH2:6][CH:5]([CH:8]=O)[CH2:4][CH2:3]1.O1CCCC1.[NH:16]1[CH2:21][CH2:20][CH:19]([NH:22][C:23](=[O:29])[O:24][C:25]([CH3:28])([CH3:27])[CH3:26])[CH2:18][CH2:17]1.C(O[BH-](OC(=O)C)OC(=O)C)(=O)C.[Na+]. The catalyst class is: 170. Product: [F:1][C:2]1([F:10])[CH2:7][CH2:6][CH:5]([CH2:8][N:16]2[CH2:17][CH2:18][CH:19]([NH:22][C:23](=[O:29])[O:24][C:25]([CH3:27])([CH3:26])[CH3:28])[CH2:20][CH2:21]2)[CH2:4][CH2:3]1. (5) Reactant: C[O:2][C:3](=[O:33])[C:4]1[CH:9]=[CH:8][CH:7]=[C:6]([CH2:10][C:11]2[CH:16]=[CH:15][C:14]([N:17]3[CH2:21][C:20](=[O:22])[NH:19][S:18]3(=[O:24])=[O:23])=[C:13]([O:25][CH2:26][C:27]3[CH:32]=[CH:31][CH:30]=[CH:29][CH:28]=3)[CH:12]=2)[CH:5]=1.[Li+].[OH-].Cl. Product: [CH2:26]([O:25][C:13]1[CH:12]=[C:11]([CH:16]=[CH:15][C:14]=1[N:17]1[CH2:21][C:20](=[O:22])[NH:19][S:18]1(=[O:23])=[O:24])[CH2:10][C:6]1[CH:5]=[C:4]([CH:9]=[CH:8][CH:7]=1)[C:3]([OH:33])=[O:2])[C:27]1[CH:28]=[CH:29][CH:30]=[CH:31][CH:32]=1. The catalyst class is: 20. (6) Reactant: [CH:1]1([N:7]2[C:12]([OH:13])=[C:11]([C:14]([NH:16][CH2:17][C:18]([O:20]CC)=[O:19])=[O:15])[C:10](=[O:23])[NH:9][C:8]2=[O:24])[CH2:6][CH2:5][CH2:4][CH2:3][CH2:2]1.C(=O)([O-])[O-].[K+].[K+].[F:31][C:32]1[CH:39]=[C:38]([F:40])[CH:37]=[C:36]([F:41])[C:33]=1[CH2:34]Br.Cl. Product: [CH:1]1([N:7]2[C:12]([OH:13])=[C:11]([C:14]([NH:16][CH2:17][C:18]([OH:20])=[O:19])=[O:15])[C:10](=[O:23])[N:9]([CH2:34][C:33]3[C:32]([F:31])=[CH:39][C:38]([F:40])=[CH:37][C:36]=3[F:41])[C:8]2=[O:24])[CH2:2][CH2:3][CH2:4][CH2:5][CH2:6]1. The catalyst class is: 9. (7) Reactant: Br[C:2]1[CH:11]=[C:10]2[C:5]([C:6]([OH:17])=[C:7]([C:12]([O:14][CH2:15][CH3:16])=[O:13])[CH:8]=[N:9]2)=[CH:4][CH:3]=1.[CH3:18][C:19]1[C:23](B(O)O)=[C:22]([CH3:27])[O:21][N:20]=1.C(=O)([O-])[O-].[K+].[K+].O. Product: [CH3:18][C:19]1[C:23]([C:2]2[CH:11]=[C:10]3[C:5]([C:6]([OH:17])=[C:7]([C:12]([O:14][CH2:15][CH3:16])=[O:13])[CH:8]=[N:9]3)=[CH:4][CH:3]=2)=[C:22]([CH3:27])[O:21][N:20]=1. The catalyst class is: 77. (8) Reactant: [F:1][C:2]([F:7])([F:6])[C:3]([OH:5])=[O:4].[N+:8]([C:11]1[CH:16]=[CH:15][C:14]([S:17]([NH:20][C:21]2[CH:22]=[C:23]([NH:27]C(=O)OC(C)(C)C)[CH:24]=[CH:25][CH:26]=2)(=[O:19])=[O:18])=[CH:13][CH:12]=1)([O-:10])=[O:9].C1(C)C=CC=CC=1. Product: [F:1][C:2]([F:7])([F:6])[C:3]([OH:5])=[O:4].[NH2:27][C:23]1[CH:22]=[C:21]([NH:20][S:17]([C:14]2[CH:15]=[CH:16][C:11]([N+:8]([O-:10])=[O:9])=[CH:12][CH:13]=2)(=[O:18])=[O:19])[CH:26]=[CH:25][CH:24]=1. The catalyst class is: 2.